From a dataset of Forward reaction prediction with 1.9M reactions from USPTO patents (1976-2016). Predict the product of the given reaction. Given the reactants [O:1]([C:9]1[CH:10]=[C:11]([C:15](=[C:26]2[CH:33]3[CH2:34][CH:29]4[CH2:30][C:31]([Cl:36])([CH2:35][CH:27]2[CH2:28]4)[CH2:32]3)[O:16][CH2:17][CH2:18][O:19][C:20]2[CH:25]=[CH:24][CH:23]=[CH:22][CH:21]=2)[CH:12]=[CH:13][CH:14]=1)[Si](C(C)(C)C)(C)C.[F-].C([N+](CCCC)(CCCC)CCCC)CCC, predict the reaction product. The product is: [OH:1][C:9]1[CH:10]=[C:11]([C:15](=[C:26]2[CH:27]3[CH2:28][CH:29]4[CH2:30][C:31]([Cl:36])([CH2:32][CH:33]2[CH2:34]4)[CH2:35]3)[O:16][CH2:17][CH2:18][O:19][C:20]2[CH:25]=[CH:24][CH:23]=[CH:22][CH:21]=2)[CH:12]=[CH:13][CH:14]=1.